Dataset: Forward reaction prediction with 1.9M reactions from USPTO patents (1976-2016). Task: Predict the product of the given reaction. (1) Given the reactants [CH3:1][S:2](Cl)(=[O:4])=[O:3].[Br:6][C:7]1[CH:12]=[CH:11][CH:10]=[CH:9][C:8]=1[CH2:13][CH2:14][CH2:15][OH:16].C(N(CC)CC)C.O, predict the reaction product. The product is: [Br:6][C:7]1[CH:12]=[CH:11][CH:10]=[CH:9][C:8]=1[CH2:13][CH2:14][CH2:15][O:16][S:2]([CH3:1])(=[O:4])=[O:3]. (2) Given the reactants C1(P(C2C=CC=CC=2)C2C=CC=CC=2)C=CC=CC=1.BrN1C(=O)CCC1=O.[CH:28]1([CH2:33][CH:34]([C:38]2[CH:43]=[CH:42][C:41]([N:44]3[C:48]([CH3:49])=[N:47][N:46]=[N:45]3)=[C:40]([F:50])[CH:39]=2)[C:35](O)=[O:36])[CH2:32][CH2:31][CH2:30][CH2:29]1.[NH2:51][C:52]1[CH:57]=[CH:56][C:55]([Br:58])=[CH:54][N:53]=1, predict the reaction product. The product is: [Br:58][C:55]1[CH:56]=[CH:57][C:52]([NH:51][C:35](=[O:36])[CH:34]([C:38]2[CH:43]=[CH:42][C:41]([N:44]3[C:48]([CH3:49])=[N:47][N:46]=[N:45]3)=[C:40]([F:50])[CH:39]=2)[CH2:33][CH:28]2[CH2:29][CH2:30][CH2:31][CH2:32]2)=[N:53][CH:54]=1.